This data is from Full USPTO retrosynthesis dataset with 1.9M reactions from patents (1976-2016). The task is: Predict the reactants needed to synthesize the given product. (1) Given the product [F:9][C:2]([F:1])([F:8])[C:3](=[O:5])[CH2:16][C:15]([C:18]1[CH:23]=[CH:22][N:21]=[CH:20][CH:19]=1)=[O:17], predict the reactants needed to synthesize it. The reactants are: [F:1][C:2]([F:9])([F:8])[C:3]([O:5]CC)=O.C[O-].[Na+].CO.[C:15]([C:18]1[CH:23]=[CH:22][N:21]=[CH:20][CH:19]=1)(=[O:17])[CH3:16].C(O)(=O)CC(CC(O)=O)(C(O)=O)O. (2) Given the product [ClH:1].[Cl:1][C:2]1[CH:3]=[CH:4][C:5]([O:26][CH2:27][CH:28]([CH3:30])[CH3:29])=[C:6]([CH2:8][N:9]2[C:13]([CH3:14])=[CH:12][C:11]([C:15]([NH:17][C:18]3[CH:19]=[CH:20][C:21]([CH2:24][N:31]4[CH2:35][CH2:34][C@H:33]([OH:36])[CH2:32]4)=[CH:22][CH:23]=3)=[O:16])=[N:10]2)[CH:7]=1, predict the reactants needed to synthesize it. The reactants are: [Cl:1][C:2]1[CH:3]=[CH:4][C:5]([O:26][CH2:27][CH:28]([CH3:30])[CH3:29])=[C:6]([CH2:8][N:9]2[C:13]([CH3:14])=[CH:12][C:11]([C:15]([NH:17][C:18]3[CH:23]=[CH:22][C:21]([CH:24]=O)=[CH:20][CH:19]=3)=[O:16])=[N:10]2)[CH:7]=1.[NH:31]1[CH2:35][CH2:34][C@H:33]([OH:36])[CH2:32]1.C(O[BH-](OC(=O)C)OC(=O)C)(=O)C.[Na+].C(OCC)(=O)C. (3) Given the product [F:1][C:2]([F:20])([CH2:3][CH2:4][O:5][CH2:6][CH2:7][CH2:8][CH2:9][C:10]1[CH:15]=[CH:14][CH:13]=[CH:12][CH:11]=1)[CH2:16][CH2:17][CH:18]=[O:22], predict the reactants needed to synthesize it. The reactants are: [F:1][C:2]([F:20])([CH2:16][CH2:17][CH2:18]C)[CH:3]=[CH:4][O:5][CH2:6][CH2:7][CH2:8][CH2:9][C:10]1[CH:15]=[CH:14][CH:13]=[CH:12][CH:11]=1.I([O-])(=O)(=O)=[O:22].[Na+].